The task is: Predict the reaction yield, written as a fraction of the theoretical maximum amount of product (1.0 means a 100% yield; for example, 0.34 means a 34% yield).. This data is from Reaction yield outcomes from USPTO patents with 853,638 reactions. The reactants are [NH2:1][C:2]1[CH:7]=[CH:6][CH:5]=[C:4]([CH3:8])[N:3]=1.[N+:9]([O-])([OH:11])=[O:10]. The catalyst is S(=O)(=O)(O)O. The product is [NH2:1][C:2]1[C:7]([N+:9]([O-:11])=[O:10])=[CH:6][CH:5]=[C:4]([CH3:8])[N:3]=1. The yield is 0.220.